This data is from Reaction yield outcomes from USPTO patents with 853,638 reactions. The task is: Predict the reaction yield, written as a fraction of the theoretical maximum amount of product (1.0 means a 100% yield; for example, 0.34 means a 34% yield). (1) The reactants are F[C:2]1[CH:10]=[N:9][CH:8]=[CH:7][C:3]=1[C:4]([OH:6])=[O:5].[F:11][C:12]1[CH:13]=[C:14]([CH:17]=[CH:18][CH:19]=1)[CH2:15][NH2:16]. The catalyst is CC(N(C)C)=O. The product is [F:11][C:12]1[CH:13]=[C:14]([CH:17]=[CH:18][CH:19]=1)[CH2:15][NH:16][C:2]1[CH:10]=[N:9][CH:8]=[CH:7][C:3]=1[C:4]([OH:6])=[O:5]. The yield is 0.330. (2) The reactants are Br[C:2]1[C:7]([CH3:8])=[CH:6][CH:5]=[CH:4][N:3]=1.C([O-])([O-])=O.[K+].[K+].N#N.[C:17]([O:21][C:22]([C:24]1[CH:25]=[C:26](B(O)O)[CH:27]=[CH:28][CH:29]=1)=[O:23])([CH3:20])([CH3:19])[CH3:18].C(Cl)Cl.CS(O)(=O)=O.[OH-].[Na+]. The catalyst is C1(C)C=CC=CC=1.C1C=CC(P(C2C=CC=CC=2)[C-]2C=CC=C2)=CC=1.C1C=CC(P(C2C=CC=CC=2)[C-]2C=CC=C2)=CC=1.Cl[Pd]Cl.[Fe+2].O. The product is [C:17]([O:21][C:22](=[O:23])[C:24]1[CH:25]=[CH:26][CH:27]=[C:28]([C:2]2[C:7]([CH3:8])=[CH:6][CH:5]=[CH:4][N:3]=2)[CH:29]=1)([CH3:20])([CH3:18])[CH3:19]. The yield is 0.820. (3) The catalyst is N1C=CC=CC=1. The reactants are [CH3:1][O:2][C:3]1[CH:16]=[CH:15][C:6]([CH2:7][O:8][CH2:9][CH2:10][C@H:11]([OH:14])[CH2:12][OH:13])=[CH:5][CH:4]=1.[C:17](Cl)([C:30]1[CH:35]=[CH:34][CH:33]=[CH:32][CH:31]=1)([C:24]1[CH:29]=[CH:28][CH:27]=[CH:26][CH:25]=1)[C:18]1[CH:23]=[CH:22][CH:21]=[CH:20][CH:19]=1. The yield is 0.880. The product is [C:17]([O:13][CH2:12][C@@H:11]([OH:14])[CH2:10][CH2:9][O:8][CH2:7][C:6]1[CH:5]=[CH:4][C:3]([O:2][CH3:1])=[CH:16][CH:15]=1)([C:18]1[CH:23]=[CH:22][CH:21]=[CH:20][CH:19]=1)([C:30]1[CH:31]=[CH:32][CH:33]=[CH:34][CH:35]=1)[C:24]1[CH:25]=[CH:26][CH:27]=[CH:28][CH:29]=1. (4) The yield is 0.190. The catalyst is CCCC[N+](CCCC)(CCCC)CCCC.[I-].C1(C)C=CC=CC=1.[O-]S(C(F)(F)F)(=O)=O.[Zn+2].[O-]S(C(F)(F)F)(=O)=O. The reactants are [N+:1]([C:4]1[CH:12]=[C:11]2[C:7]([CH:8]=[CH:9][NH:10]2)=[CH:6][CH:5]=1)([O-:3])=[O:2].CCN(C(C)C)C(C)C.[C:22](Br)([CH3:25])([CH3:24])[CH3:23]. The product is [C:22]([C:8]1[C:7]2[C:11](=[CH:12][C:4]([N+:1]([O-:3])=[O:2])=[CH:5][CH:6]=2)[NH:10][CH:9]=1)([CH3:25])([CH3:24])[CH3:23]. (5) The reactants are [C:1]([Si:5]([CH3:19])([CH3:18])[O:6][C:7]1([CH3:17])[CH2:16][CH2:15][C:10]2(OCC[O:11]2)[CH2:9][CH2:8]1)([CH3:4])([CH3:3])[CH3:2].C(O)(=O)C. The catalyst is O. The product is [Si:5]([O:6][C:7]1([CH3:17])[CH2:16][CH2:15][C:10](=[O:11])[CH2:9][CH2:8]1)([C:1]([CH3:4])([CH3:3])[CH3:2])([CH3:19])[CH3:18]. The yield is 0.910. (6) The product is [CH3:62][O:61][C:60]([NH:59][C@@H:55]([CH:56]([CH3:58])[CH3:57])[C:54]([N:50]1[CH2:51][CH2:52][CH2:53][C@H:49]1[C:47]1[NH:48][C:44]([C:9]2[CH:22]=[C:21]3[C:12]([C:13]4[CH:18]=[CH:17][C:16]([C:23]5[NH:27][C:26]([C@@H:28]6[C@@H:33]7[CH2:34][C@@H:30]([CH2:31][CH2:32]7)[N:29]6[C:35]([O:37][C:38]([CH3:39])([CH3:40])[CH3:41])=[O:36])=[N:25][CH:24]=5)=[CH:15][C:14]=4[CH2:19][CH2:20]3)=[CH:11][CH:10]=2)=[CH:45][N:46]=1)=[O:64])=[O:63]. The reactants are CC1(C)C(C)(C)OB([C:9]2[CH:22]=[C:21]3[C:12]([C:13]4[CH:14]=[CH:15][C:16]([C:23]5[NH:27][C:26]([CH:28]6[CH:33]7[CH2:34][CH:30]([CH2:31][CH2:32]7)[N:29]6[C:35]([O:37][C:38]([CH3:41])([CH3:40])[CH3:39])=[O:36])=[N:25][CH:24]=5)=[CH:17][C:18]=4[CH2:19][CH2:20]3)=[CH:11][CH:10]=2)O1.Br[C:44]1[NH:48][C:47]([C@@H:49]2[CH2:53][CH2:52][CH2:51][N:50]2[C:54](=[O:64])[C@@H:55]([NH:59][C:60](=[O:63])[O:61][CH3:62])[CH:56]([CH3:58])[CH3:57])=[N:46][CH:45]=1.C([O-])(O)=O.[Na+]. The yield is 0.880. The catalyst is C1C=CC([P]([Pd]([P](C2C=CC=CC=2)(C2C=CC=CC=2)C2C=CC=CC=2)([P](C2C=CC=CC=2)(C2C=CC=CC=2)C2C=CC=CC=2)[P](C2C=CC=CC=2)(C2C=CC=CC=2)C2C=CC=CC=2)(C2C=CC=CC=2)C2C=CC=CC=2)=CC=1.COCCOC. (7) The reactants are [N+:1]([C:4]1[CH:9]=[CH:8][C:7]([CH2:10][S:11](Cl)(=[O:13])=[O:12])=[CH:6][CH:5]=1)([O-:3])=[O:2].[CH3:15][C@H:16]1[CH2:21][NH:20][CH2:19][C@@H:18]([CH3:22])[NH:17]1.C(N(CC)CC)C. The catalyst is C(Cl)Cl. The product is [CH3:15][C@H:16]1[NH:17][C@@H:18]([CH3:22])[CH2:19][N:20]([S:11]([CH2:10][C:7]2[CH:8]=[CH:9][C:4]([N+:1]([O-:3])=[O:2])=[CH:5][CH:6]=2)(=[O:13])=[O:12])[CH2:21]1. The yield is 0.900. (8) The reactants are [CH3:1][O:2][C:3]1[CH:4]=[C:5]([C:9]2[NH:10][C:11](=S)[N:12]([C:14]3[CH:19]=[CH:18][C:17]([O:20][CH3:21])=[CH:16][CH:15]=3)[CH:13]=2)[CH:6]=[CH:7][CH:8]=1.N([O-])=O.[Na+]. The catalyst is C(O)(=O)C.[N+]([O-])(O)=O. The product is [CH3:1][O:2][C:3]1[CH:4]=[C:5]([C:9]2[N:10]=[CH:11][N:12]([C:14]3[CH:15]=[CH:16][C:17]([O:20][CH3:21])=[CH:18][CH:19]=3)[CH:13]=2)[CH:6]=[CH:7][CH:8]=1. The yield is 0.520.